This data is from Peptide-MHC class II binding affinity with 134,281 pairs from IEDB. The task is: Regression. Given a peptide amino acid sequence and an MHC pseudo amino acid sequence, predict their binding affinity value. This is MHC class II binding data. The peptide sequence is PVQRHPRSLFPEFSE. The MHC is HLA-DQA10101-DQB10501 with pseudo-sequence HLA-DQA10101-DQB10501. The binding affinity (normalized) is 0.261.